Dataset: Forward reaction prediction with 1.9M reactions from USPTO patents (1976-2016). Task: Predict the product of the given reaction. (1) Given the reactants [CH3:1][N:2]1[C:6]([C@@:7]2([OH:14])[CH2:12][CH2:11][CH2:10][CH2:9][C@@H:8]2[OH:13])=[CH:5][CH:4]=[N:3]1.CN(C1C=CC=CN=1)C.[C:24](N1C=CN=C1)(N1C=CN=C1)=[O:25], predict the reaction product. The product is: [CH3:1][N:2]1[C:6]([C@@:7]23[CH2:12][CH2:11][CH2:10][CH2:9][C@@H:8]2[O:13][C:24](=[O:25])[O:14]3)=[CH:5][CH:4]=[N:3]1. (2) Given the reactants [CH3:1][CH:2]1[C:11]2[C:6](=[C:7]([CH3:16])[CH:8]=[C:9]([C:13]([OH:15])=O)[C:10]=2[CH3:12])[S:5](=[O:18])(=[O:17])[CH2:4][CH2:3]1.[CH2:19]([N:21]1[C:25]([OH:26])=[CH:24][CH:23]=[N:22]1)[CH3:20].C1(N=C=NC2CCCCC2)CCCCC1.C(=O)([O-])[O-].[K+].[K+], predict the reaction product. The product is: [CH3:1][CH:2]1[C:11]2[C:6](=[C:7]([CH3:16])[CH:8]=[C:9]([C:13]([C:24]3[CH:23]=[N:22][N:21]([CH2:19][CH3:20])[C:25]=3[OH:26])=[O:15])[C:10]=2[CH3:12])[S:5](=[O:18])(=[O:17])[CH2:4][CH2:3]1. (3) Given the reactants [CH:1]1[CH:6]=[CH:5][C:4]([CH2:7][CH2:8][NH2:9])=[CH:3][CH:2]=1.Cl[C:11]1[C:20]2[C:15](=[CH:16][CH:17]=[CH:18][CH:19]=2)[N:14]=[CH:13][CH:12]=1.CCN(C(C)C)C(C)C, predict the reaction product. The product is: [CH2:8]([NH:9][C:11]1[C:20]2[C:15](=[CH:16][CH:17]=[CH:18][CH:19]=2)[N:14]=[CH:13][CH:12]=1)[CH2:7][C:4]1[CH:5]=[CH:6][CH:1]=[CH:2][CH:3]=1. (4) Given the reactants [F:1][C:2]1[CH:7]=[C:6]([C:8]2[CH:16]=[C:15]3[C:11]([C:12]([C:17]4[NH:18][C:19]5[CH2:24][CH2:23][NH:22][CH2:21][C:20]=5[N:25]=4)=[N:13][NH:14]3)=[CH:10][CH:9]=2)[C:5]([CH2:26][C:27]([F:30])([F:29])[F:28])=[CH:4][C:3]=1[OH:31].[N:32]1[C:41]2[C:36](=[CH:37][C:38]([CH:42]=O)=[CH:39][CH:40]=2)[CH:35]=[CH:34][CH:33]=1, predict the reaction product. The product is: [F:1][C:2]1[CH:7]=[C:6]([C:8]2[CH:16]=[C:15]3[C:11]([C:12]([C:17]4[NH:18][C:19]5[CH2:24][CH2:23][N:22]([CH2:42][C:38]6[CH:37]=[C:36]7[C:41](=[CH:40][CH:39]=6)[N:32]=[CH:33][CH:34]=[CH:35]7)[CH2:21][C:20]=5[N:25]=4)=[N:13][NH:14]3)=[CH:10][CH:9]=2)[C:5]([CH2:26][C:27]([F:28])([F:29])[F:30])=[CH:4][C:3]=1[OH:31]. (5) Given the reactants [CH3:1][O:2][C:3]1[CH2:7][CH2:6][C:5](=[O:8])[C:4]=1[C:9]1[C:14]([CH3:15])=[CH:13][C:12]([CH3:16])=[CH:11][C:10]=1[CH3:17].C(NC(C)C)(C)C.[Li].O1CCCC1.CCCCCCC.C(C1C=CC=CC=1)C.[F:46][C:47]1[CH:54]=[CH:53][C:50]([CH2:51]Br)=[CH:49][CH:48]=1, predict the reaction product. The product is: [F:46][C:47]1[CH:54]=[CH:53][C:50]([CH2:51][CH:6]2[C:5](=[O:8])[C:4]([C:9]3[C:14]([CH3:15])=[CH:13][C:12]([CH3:16])=[CH:11][C:10]=3[CH3:17])=[C:3]([O:2][CH3:1])[CH2:7]2)=[CH:49][CH:48]=1. (6) The product is: [CH2:1]([NH:3][C:4]([NH:6][C:7]1[CH:8]=[CH:9][C:10]([C:13]2[N:14]=[C:15]([N:26]3[CH2:31][CH2:30][O:29][CH2:28][C@@H:27]3[CH3:32])[C:16]3[CH2:22][CH2:21][N:20]([CH2:23][CH3:24])[C@H:19]([CH3:25])[C:17]=3[N:18]=2)=[CH:11][CH:12]=1)=[O:5])[CH3:2]. Given the reactants [CH2:1]([NH:3][C:4]([NH:6][C:7]1[CH:12]=[CH:11][C:10]([C:13]2[N:14]=[C:15]([N:26]3[CH2:31][CH2:30][O:29][CH2:28][C@@H:27]3[CH3:32])[C:16]3[CH2:22][CH2:21][N:20]([CH2:23][CH3:24])[C@@H:19]([CH3:25])[C:17]=3[N:18]=2)=[CH:9][CH:8]=1)=[O:5])[CH3:2].C(NC(NC1C=CC(C2N=C(N3CCOC[C@@H]3C)C3CCNC(C)C=3N=2)=CC=1)=O)C.CN(C)C=O.C(=O)C.C(O[BH-](OC(=O)C)OC(=O)C)(=O)C.[Na+].C(O)(=O)C, predict the reaction product. (7) Given the reactants CC[C@@H]1[C@@H]2C[C@@H]([C@H](O)C3[C:21]4[C:16](=[CH:17][CH:18]=[CH:19][CH:20]=4)N=CC=3)N(CC2)C1.[OH-:23].[Na+].[CH:25]([OH:28])(C)C, predict the reaction product. The product is: [CH3:25][O:28][CH:16]1[CH2:17][CH2:18][CH2:19][CH2:20][C:21]1=[O:23]. (8) Given the reactants [CH2:1]([O:8][C:9](=[O:23])[C@H:10]([CH2:12][C:13]([O:15][CH2:16][C:17]1[CH:22]=[CH:21][CH:20]=[CH:19][CH:18]=1)=[O:14])[NH2:11])[C:2]1[CH:7]=[CH:6][CH:5]=[CH:4][CH:3]=1.[CH:24](=O)[C:25]1[CH:30]=[CH:29][CH:28]=[CH:27][CH:26]=1.C(O)(=O)C.C([BH3-])#N.[Na+], predict the reaction product. The product is: [CH2:24]([NH:11][C@H:10]([C:9]([O:8][CH2:1][C:2]1[CH:3]=[CH:4][CH:5]=[CH:6][CH:7]=1)=[O:23])[CH2:12][C:13]([O:15][CH2:16][C:17]1[CH:18]=[CH:19][CH:20]=[CH:21][CH:22]=1)=[O:14])[C:25]1[CH:30]=[CH:29][CH:28]=[CH:27][CH:26]=1. (9) The product is: [CH3:72][NH:71][S:68]([C:65]1[CH:66]=[CH:67][C:62]([CH2:61][NH:60][C:17]([C:12]2[C:11]3[CH:10]=[N:9][N:8]([C:5]4[CH:4]=[CH:3][C:2]([F:1])=[CH:7][CH:6]=4)[C:16]=3[CH:15]=[CH:14][CH:13]=2)=[O:19])=[CH:63][CH:64]=1)(=[O:69])=[O:70]. Given the reactants [F:1][C:2]1[CH:7]=[CH:6][C:5]([N:8]2[C:16]3[CH:15]=[CH:14][CH:13]=[C:12]([C:17]([OH:19])=O)[C:11]=3[CH:10]=[N:9]2)=[CH:4][CH:3]=1.C1CN([P+](ON2N=NC3C=CC=CC2=3)(N2CCCC2)N2CCCC2)CC1.F[P-](F)(F)(F)(F)F.C(N(CC)CC)C.[NH2:60][CH2:61][C:62]1[CH:67]=[CH:66][C:65]([S:68]([NH:71][CH3:72])(=[O:70])=[O:69])=[CH:64][CH:63]=1, predict the reaction product. (10) Given the reactants [F:1][C:2]1[CH:7]=[C:6](B2OC(C)(C)C(C)(C)O2)[CH:5]=[CH:4][C:3]=1[C@H:17]([NH:19][C:20]([C:22]1([NH:25][C:26](=[O:31])[C:27]([F:30])([F:29])[F:28])[CH2:24][CH2:23]1)=[O:21])[CH3:18].Br[C:33]1[CH:34]=[CH:35][CH:36]=[C:37]2[C:42]=1[N:41]=[CH:40][CH:39]=[CH:38]2.C(=O)([O-])[O-].[Cs+].[Cs+].CCOC(C)=O, predict the reaction product. The product is: [F:1][C:2]1[CH:7]=[C:6]([C:33]2[CH:34]=[CH:35][CH:36]=[C:37]3[C:42]=2[N:41]=[CH:40][CH:39]=[CH:38]3)[CH:5]=[CH:4][C:3]=1[C@H:17]([NH:19][C:20]([C:22]1([NH:25][C:26](=[O:31])[C:27]([F:29])([F:30])[F:28])[CH2:23][CH2:24]1)=[O:21])[CH3:18].